Dataset: Reaction yield outcomes from USPTO patents with 853,638 reactions. Task: Predict the reaction yield, written as a fraction of the theoretical maximum amount of product (1.0 means a 100% yield; for example, 0.34 means a 34% yield). (1) The reactants are [CH3:1][N:2]1[CH:6]=[C:5]([C:7]2[C:11]([CH3:12])=[C:10]([NH:13][C:14](=[O:22])OC3C=CC=CC=3)[N:9]([C:23]3[CH:28]=[CH:27][CH:26]=[CH:25][CH:24]=3)[N:8]=2)[CH:4]=[N:3]1.C1(C2C=CC(COC)=CC=2CN)CC1.[CH:43]1([O:47][C:48]2[CH:53]=[CH:52][C:51]([CH2:54][O:55][CH3:56])=[CH:50][C:49]=2[CH2:57][NH2:58])[CH2:46][CH2:45][CH2:44]1. No catalyst specified. The product is [CH:43]1([O:47][C:48]2[CH:53]=[CH:52][C:51]([CH2:54][O:55][CH3:56])=[CH:50][C:49]=2[CH2:57][NH:58][C:14]([NH:13][C:10]2[N:9]([C:23]3[CH:24]=[CH:25][CH:26]=[CH:27][CH:28]=3)[N:8]=[C:7]([C:5]3[CH:4]=[N:3][N:2]([CH3:1])[CH:6]=3)[C:11]=2[CH3:12])=[O:22])[CH2:46][CH2:45][CH2:44]1. The yield is 0.450. (2) The reactants are Cl.[F:2][C:3]1[CH:8]=[CH:7][C:6]([NH:9][NH2:10])=[CH:5][CH:4]=1.CCN(C(C)C)C(C)C.Cl[C:21]([O:23][CH2:24][CH3:25])=[O:22].C(Cl)Cl.CO. The catalyst is C1COCC1.CN(C)C1C=CN=CC=1.O. The product is [F:2][C:3]1[CH:8]=[CH:7][C:6]([NH:9][NH:10][C:21]([O:23][CH2:24][CH3:25])=[O:22])=[CH:5][CH:4]=1. The yield is 0.805. (3) The catalyst is C(OCC)(=O)C. The product is [O:13]1[C:17]2[CH:18]=[CH:19][C:20]([N:22]3[C:27](=[O:28])[C:26]([CH2:29][C:30]4[CH:35]=[CH:34][C:33]([C:36]5[CH:41]=[CH:40][CH:39]=[CH:38][C:37]=5[C:42]5[NH:3][C:4](=[O:7])[O:5][N:43]=5)=[CH:32][CH:31]=4)=[C:25]([O:44][CH2:45][CH3:46])[N:24]=[C:23]3[CH3:47])=[CH:21][C:16]=2[CH2:15][CH2:14]1. The yield is 0.350. The reactants are [Cl-].O[NH3+:3].[C:4](=[O:7])([O-])[OH:5].[Na+].CS(C)=O.[O:13]1[C:17]2[CH:18]=[CH:19][C:20]([N:22]3[C:27](=[O:28])[C:26]([CH2:29][C:30]4[CH:35]=[CH:34][C:33]([C:36]5[C:37]([C:42]#[N:43])=[CH:38][CH:39]=[CH:40][CH:41]=5)=[CH:32][CH:31]=4)=[C:25]([O:44][CH2:45][CH3:46])[N:24]=[C:23]3[CH3:47])=[CH:21][C:16]=2[CH2:15][CH2:14]1. (4) The yield is 0.840. The reactants are [Br:1][C:2]1[C:11]2[C:6](=[CH:7][C:8]([CH2:12]Br)=[CH:9][CH:10]=2)[C:5](=[O:14])[N:4]([CH:15]([CH3:17])[CH3:16])[N:3]=1.[CH3:18][N:19]1[CH2:24][CH2:23][NH:22][CH2:21][CH2:20]1. The catalyst is C1COCC1. The product is [Br:1][C:2]1[C:11]2[C:6](=[CH:7][C:8]([CH2:12][N:22]3[CH2:23][CH2:24][N:19]([CH3:18])[CH2:20][CH2:21]3)=[CH:9][CH:10]=2)[C:5](=[O:14])[N:4]([CH:15]([CH3:17])[CH3:16])[N:3]=1.